From a dataset of Forward reaction prediction with 1.9M reactions from USPTO patents (1976-2016). Predict the product of the given reaction. (1) Given the reactants [Br:1][C:2]1[CH:3]=[C:4]([CH:8]([C:19]2C=CC=C[CH:20]=2)[CH2:9]/[C:10](/[C:13]2[CH:18]=[CH:17][N:16]=[CH:15][CH:14]=2)=[N:11]\[OH:12])[CH:5]=[CH:6][CH:7]=1.C(O)(C)C, predict the reaction product. The product is: [Br:1][C:2]1[CH:3]=[C:4]([CH:8]([CH2:19][CH3:20])[CH2:9][C:10]([C:13]2[CH:14]=[CH:15][N:16]=[CH:17][CH:18]=2)=[N:11][OH:12])[CH:5]=[CH:6][CH:7]=1. (2) Given the reactants [CH3:1][N:2]([CH:10]1[CH2:15][CH2:14][N:13]([CH3:16])[CH2:12][CH2:11]1)[C:3]1[CH:8]=[CH:7][CH:6]=[C:5]([NH2:9])[N:4]=1.[F:17][C:18]1[CH:26]=[CH:25][CH:24]=[C:23]([F:27])[C:19]=1[C:20]([Cl:22])=[O:21], predict the reaction product. The product is: [ClH:22].[F:17][C:18]1[CH:26]=[CH:25][CH:24]=[C:23]([F:27])[C:19]=1[C:20]([NH:9][C:5]1[CH:6]=[CH:7][CH:8]=[C:3]([N:2]([CH3:1])[CH:10]2[CH2:15][CH2:14][N:13]([CH3:16])[CH2:12][CH2:11]2)[N:4]=1)=[O:21]. (3) Given the reactants FC(F)(F)S(O[C:7]1[C:12]([O:13][CH3:14])=[C:11]([C:15]2[CH:16]=[N:17][N:18]([CH2:20][CH2:21][O:22][CH3:23])[CH:19]=2)[N:10]=[C:9]([N:24]2[CH2:28][CH2:27][CH2:26][C@H:25]2[C:29]2[CH:34]=[CH:33][C:32]([CH3:35])=[CH:31][CH:30]=2)[N:8]=1)(=O)=O.[NH2:38][C:39]1[S:40][C:41]([C:44]#[N:45])=[CH:42][N:43]=1.CC(C1C=C(C(C)C)C(C2C(P(C(C)(C)C)C(C)(C)C)=CC=CC=2)=C(C(C)C)C=1)C.P([O-])([O-])([O-])=O.[K+].[K+].[K+], predict the reaction product. The product is: [CH3:14][O:13][C:12]1[C:7]([NH:38][C:39]2[S:40][C:41]([C:44]#[N:45])=[CH:42][N:43]=2)=[N:8][C:9]([N:24]2[CH2:28][CH2:27][CH2:26][C@H:25]2[C:29]2[CH:30]=[CH:31][C:32]([CH3:35])=[CH:33][CH:34]=2)=[N:10][C:11]=1[C:15]1[CH:16]=[N:17][N:18]([CH2:20][CH2:21][O:22][CH3:23])[CH:19]=1. (4) The product is: [NH2:1][C:2]1[CH:11]=[CH:10][C:9]([C:18]2[C:14]([CH3:13])=[N:15][O:16][C:17]=2[CH3:22])=[CH:8][C:3]=1[C:4]([O:6][CH3:7])=[O:5]. Given the reactants [NH2:1][C:2]1[CH:11]=[CH:10][C:9](Br)=[CH:8][C:3]=1[C:4]([O:6][CH3:7])=[O:5].[CH3:13][C:14]1[C:18](B(O)O)=[C:17]([CH3:22])[O:16][N:15]=1.P([O-])([O-])([O-])=O.[K+].[K+].[K+], predict the reaction product. (5) Given the reactants Br[C:2]1[CH:7]=[CH:6][CH:5]=[CH:4][C:3]=1[Cl:8].[Li]CCCC.[O:14]=[C:15]1[N:20]([C:21]([O:23][C:24]([CH3:27])([CH3:26])[CH3:25])=[O:22])[CH2:19][CH2:18][N:17]2[C:28](=[O:31])[CH2:29][CH2:30][C@@H:16]12, predict the reaction product. The product is: [Cl:8][C:3]1[CH:4]=[CH:5][CH:6]=[CH:7][C:2]=1[C:15]([C@@H:16]1[CH2:30][CH2:29][C:28](=[O:31])[N:17]1[CH2:18][CH2:19][NH:20][C:21](=[O:22])[O:23][C:24]([CH3:26])([CH3:25])[CH3:27])=[O:14]. (6) Given the reactants [NH2:1][C:2]1([C:13](OCC)=[O:14])[CH2:5][N:4]([C:6]([O:8][C:9]([CH3:12])([CH3:11])[CH3:10])=[O:7])[CH2:3]1.[Li+].[BH4-], predict the reaction product. The product is: [NH2:1][C:2]1([CH2:13][OH:14])[CH2:5][N:4]([C:6]([O:8][C:9]([CH3:10])([CH3:11])[CH3:12])=[O:7])[CH2:3]1. (7) Given the reactants [NH:1]1[CH2:6][CH2:5][NH:4][CH2:3][CH2:2]1.C1(C)C(C)=CC=CC=1.[C:15]([Si:19]([CH3:22])([CH3:21])Cl)([CH3:18])([CH3:17])[CH3:16].[OH-].[Na+], predict the reaction product. The product is: [Si:19]([N:1]1[CH2:6][CH2:5][NH:4][CH2:3][CH2:2]1)([C:15]([CH3:18])([CH3:17])[CH3:16])([CH3:22])[CH3:21].